From a dataset of Reaction yield outcomes from USPTO patents with 853,638 reactions. Predict the reaction yield, written as a fraction of the theoretical maximum amount of product (1.0 means a 100% yield; for example, 0.34 means a 34% yield). (1) The reactants are [CH:1]12[N:8](C(OC(C)(C)C)=O)[CH:5]([CH2:6][CH2:7]1)[CH2:4][N:3]([C:16]([O:18][C:19]1([C:23]([F:26])([F:25])[F:24])[CH2:22][CH2:21][CH2:20]1)=[O:17])[CH2:2]2.Cl.O1CCOCC1. The catalyst is C(Cl)Cl. The product is [CH:5]12[NH:8][CH:1]([CH2:7][CH2:6]1)[CH2:2][N:3]([C:16]([O:18][C:19]1([C:23]([F:26])([F:24])[F:25])[CH2:22][CH2:21][CH2:20]1)=[O:17])[CH2:4]2. The yield is 0.914. (2) The reactants are Br[C:2]1[CH:7]=[CH:6][C:5]([C@@H:8]2[CH2:10][C@H:9]2[NH:11][C:12](=[O:18])[O:13][C:14]([CH3:17])([CH3:16])[CH3:15])=[CH:4][CH:3]=1.C(=O)([O-])[O-].[K+].[K+].[F:25][C:26]([F:37])([F:36])[C:27]1[CH:28]=[C:29](B(O)O)[CH:30]=[CH:31][CH:32]=1. The catalyst is C(#N)C.O. The product is [F:25][C:26]([F:37])([F:36])[C:27]1[CH:32]=[C:31]([C:2]2[CH:7]=[CH:6][C:5]([C@@H:8]3[CH2:10][C@H:9]3[NH:11][C:12](=[O:18])[O:13][C:14]([CH3:17])([CH3:16])[CH3:15])=[CH:4][CH:3]=2)[CH:30]=[CH:29][CH:28]=1. The yield is 0.660.